Dataset: NCI-60 drug combinations with 297,098 pairs across 59 cell lines. Task: Regression. Given two drug SMILES strings and cell line genomic features, predict the synergy score measuring deviation from expected non-interaction effect. (1) Drug 1: COC1=C(C=C2C(=C1)N=CN=C2NC3=CC(=C(C=C3)F)Cl)OCCCN4CCOCC4. Drug 2: CC12CCC3C(C1CCC2O)C(CC4=C3C=CC(=C4)O)CCCCCCCCCS(=O)CCCC(C(F)(F)F)(F)F. Cell line: SK-MEL-2. Synergy scores: CSS=10.3, Synergy_ZIP=-4.34, Synergy_Bliss=-6.25, Synergy_Loewe=-6.72, Synergy_HSA=-6.36. (2) Drug 1: CCC1=CC2CC(C3=C(CN(C2)C1)C4=CC=CC=C4N3)(C5=C(C=C6C(=C5)C78CCN9C7C(C=CC9)(C(C(C8N6C)(C(=O)OC)O)OC(=O)C)CC)OC)C(=O)OC.C(C(C(=O)O)O)(C(=O)O)O. Drug 2: CC12CCC3C(C1CCC2OP(=O)(O)O)CCC4=C3C=CC(=C4)OC(=O)N(CCCl)CCCl.[Na+]. Cell line: RPMI-8226. Synergy scores: CSS=44.5, Synergy_ZIP=1.41, Synergy_Bliss=3.32, Synergy_Loewe=-39.7, Synergy_HSA=3.66. (3) Drug 1: CC1=C(C=C(C=C1)NC2=NC=CC(=N2)N(C)C3=CC4=NN(C(=C4C=C3)C)C)S(=O)(=O)N.Cl. Drug 2: CS(=O)(=O)OCCCCOS(=O)(=O)C. Cell line: HCT-15. Synergy scores: CSS=-5.10, Synergy_ZIP=1.55, Synergy_Bliss=-4.55, Synergy_Loewe=-10.1, Synergy_HSA=-10.2. (4) Drug 1: COC1=NC(=NC2=C1N=CN2C3C(C(C(O3)CO)O)O)N. Drug 2: CCC1=C2CN3C(=CC4=C(C3=O)COC(=O)C4(CC)O)C2=NC5=C1C=C(C=C5)O. Cell line: A549. Synergy scores: CSS=14.9, Synergy_ZIP=-1.56, Synergy_Bliss=2.68, Synergy_Loewe=-81.1, Synergy_HSA=-2.57. (5) Drug 1: CC1CCC2CC(C(=CC=CC=CC(CC(C(=O)C(C(C(=CC(C(=O)CC(OC(=O)C3CCCCN3C(=O)C(=O)C1(O2)O)C(C)CC4CCC(C(C4)OC)O)C)C)O)OC)C)C)C)OC. Drug 2: COCCOC1=C(C=C2C(=C1)C(=NC=N2)NC3=CC=CC(=C3)C#C)OCCOC.Cl. Cell line: MDA-MB-231. Synergy scores: CSS=15.6, Synergy_ZIP=-3.81, Synergy_Bliss=2.84, Synergy_Loewe=-0.118, Synergy_HSA=2.96.